This data is from Full USPTO retrosynthesis dataset with 1.9M reactions from patents (1976-2016). The task is: Predict the reactants needed to synthesize the given product. (1) The reactants are: S[C:2]1[CH:3]=[C:4]([C:8]2([C:14]#[N:15])[CH2:13][CH2:12][O:11][CH2:10][CH2:9]2)[CH:5]=[CH:6][CH:7]=1.FC1C=C(C2(C#N)CC[O:27]CC2)C=C(S)C=1.FC1N=C(C2(C#N)CCOCC2)C=CC=1. Given the product [OH:27][C:2]1[CH:3]=[C:4]([C:8]2([C:14]#[N:15])[CH2:13][CH2:12][O:11][CH2:10][CH2:9]2)[CH:5]=[CH:6][CH:7]=1, predict the reactants needed to synthesize it. (2) Given the product [C:7]([NH:11][Si:2]1([NH:11][C:7]([CH3:10])([CH3:9])[CH3:8])[CH2:5][CH2:4][CH2:3]1)([CH3:10])([CH3:9])[CH3:8], predict the reactants needed to synthesize it. The reactants are: Cl[Si:2]1(Cl)[CH2:5][CH2:4][CH2:3]1.[C:7]([NH2:11])([CH3:10])([CH3:9])[CH3:8].